Predict the reaction yield, written as a fraction of the theoretical maximum amount of product (1.0 means a 100% yield; for example, 0.34 means a 34% yield). From a dataset of Reaction yield outcomes from USPTO patents with 853,638 reactions. (1) The reactants are [I:1][C:2]1[CH:3]=[C:4]2[C:8](=[CH:9][CH:10]=1)[NH:7][C:6](=[O:11])[C:5]2=O.[NH:13]([C:15]([C:17]1[CH:38]=[CH:37][C:20]([C:21]([NH:23][C:24]2[CH:29]=[CH:28][CH:27]=[C:26]([S:30]([C:33]([F:36])([F:35])[F:34])(=[O:32])=[O:31])[CH:25]=2)=[O:22])=[CH:19][CH:18]=1)=[O:16])[NH2:14]. The catalyst is C(O)(=O)C. The product is [I:1][C:2]1[CH:3]=[C:4]2[C:8](=[CH:9][CH:10]=1)[NH:7][C:6](=[O:11])[C:5]2=[N:14][NH:13][C:15]([C:17]1[CH:38]=[CH:37][C:20]([C:21]([NH:23][C:24]2[CH:29]=[CH:28][CH:27]=[C:26]([S:30]([C:33]([F:34])([F:35])[F:36])(=[O:31])=[O:32])[CH:25]=2)=[O:22])=[CH:19][CH:18]=1)=[O:16]. The yield is 0.760. (2) The reactants are S(=O)(=O)(O)O.[N+:6]([O-:9])(O)=[O:7].[N:10]1[CH:15]=[CH:14][C:13]([N:16]2[CH:20]=[CH:19][NH:18][CH2:17]2)=[CH:12][CH:11]=1.[OH-].[Na+]. No catalyst specified. The product is [N+:6]([CH:17]1[N:16]([C:13]2[CH:12]=[CH:11][N:10]=[CH:15][CH:14]=2)[CH:20]=[CH:19][NH:18]1)([O-:9])=[O:7]. The yield is 0.950. (3) The reactants are [C:1]([NH:4][C:5]1[CH:10]=[C:9]([O:11][C:12]2[C:17]([F:18])=[CH:16][C:15]([NH:19][C:20]([C:22]3[C:23](=[O:36])[N:24]([C:29]4[CH:34]=[CH:33][C:32]([F:35])=[CH:31][CH:30]=4)[CH:25]=[CH:26][C:27]=3I)=[O:21])=[C:14]([F:37])[CH:13]=2)[CH:8]=[CH:7][N:6]=1)(=[O:3])[CH3:2].[CH3:38][NH2:39]. No catalyst specified. The product is [C:1]([NH:4][C:5]1[CH:10]=[C:9]([O:11][C:12]2[C:17]([F:18])=[CH:16][C:15]([NH:19][C:20]([C:22]3[C:23](=[O:36])[N:24]([C:29]4[CH:34]=[CH:33][C:32]([F:35])=[CH:31][CH:30]=4)[CH:25]=[CH:26][C:27]=3[NH:39][CH3:38])=[O:21])=[C:14]([F:37])[CH:13]=2)[CH:8]=[CH:7][N:6]=1)(=[O:3])[CH3:2]. The yield is 0.855. (4) The reactants are [H-].[Al+3].[Li+].[H-].[H-].[H-].[F:7][C:8]1([C:21](OCC)=[O:22])[CH2:13][CH2:12][N:11]([C:14]([O:16][C:17]([CH3:20])([CH3:19])[CH3:18])=[O:15])[CH2:10][CH2:9]1.CCOCC. The catalyst is C1COCC1.C(Cl)(Cl)Cl. The product is [F:7][C:8]1([CH2:21][OH:22])[CH2:9][CH2:10][N:11]([C:14]([O:16][C:17]([CH3:18])([CH3:19])[CH3:20])=[O:15])[CH2:12][CH2:13]1. The yield is 0.690. (5) The yield is 0.740. The catalyst is C1(C)C=CC=CC=1. The product is [C:6]1([C:2](=[O:1])[CH2:3][C:4]2[N:5]=[N:12][NH:13][N:14]=2)[CH:11]=[CH:10][CH:9]=[CH:8][CH:7]=1. The reactants are [O:1]=[C:2]([C:6]1[CH:11]=[CH:10][CH:9]=[CH:8][CH:7]=1)[CH2:3][C:4]#[N:5].[N-:12]=[N+:13]=[N-:14].[Na+].[Cl-].C([NH+](CC)CC)C. (6) The reactants are F[C:2]1[N:9]=[CH:8][CH:7]=[C:6]([I:10])[C:3]=1[CH:4]=O.[F:11][C:12]1[CH:17]=[CH:16][C:15]([NH:18][NH2:19])=[CH:14][CH:13]=1. The catalyst is CN1C(=O)CCC1. The product is [F:11][C:12]1[CH:17]=[CH:16][C:15]([N:18]2[C:2]3=[N:9][CH:8]=[CH:7][C:6]([I:10])=[C:3]3[CH:4]=[N:19]2)=[CH:14][CH:13]=1. The yield is 0.592.